From a dataset of Catalyst prediction with 721,799 reactions and 888 catalyst types from USPTO. Predict which catalyst facilitates the given reaction. (1) Reactant: Br[C:2]1[C:7]([CH3:8])=[CH:6][C:5]([O:9][CH3:10])=[CH:4][C:3]=1[NH2:11].C(N(CC)CC)C.C1(P(C2CCCCC2)C2C=CC=CC=2C2C=CC=CC=2)CCCCC1.[CH3:44][C:45]1([CH3:52])[C:49]([CH3:51])([CH3:50])[O:48][BH:47][O:46]1. Product: [CH3:10][O:9][C:5]1[CH:6]=[C:7]([CH3:8])[C:2]([B:47]2[O:48][C:49]([CH3:51])([CH3:50])[C:45]([CH3:52])([CH3:44])[O:46]2)=[C:3]([NH2:11])[CH:4]=1. The catalyst class is: 231. (2) The catalyst class is: 2. Reactant: Cl[C:2]([O:5]C(=O)OC(Cl)(Cl)Cl)(Cl)Cl.[Cl:13][C:14]1[CH:15]=[C:16]([S:21]([N:24]([CH2:39][C:40]([O:42][C:43]([CH3:46])([CH3:45])[CH3:44])=[O:41])[C:25]2[CH:34]=[CH:33][C:32]3[C:27](=[CH:28][CH:29]=[C:30]([C:35](=[NH:38])[NH:36][OH:37])[CH:31]=3)[CH:26]=2)(=[O:23])=[O:22])[CH:17]=[C:18]([Cl:20])[CH:19]=1.C(N(CC)CC)C. Product: [Cl:13][C:14]1[CH:15]=[C:16]([S:21]([N:24]([CH2:39][C:40]([O:42][C:43]([CH3:46])([CH3:45])[CH3:44])=[O:41])[C:25]2[CH:34]=[CH:33][C:32]3[C:27](=[CH:28][CH:29]=[C:30]([C:35]4[NH:38][C:2](=[O:5])[O:37][N:36]=4)[CH:31]=3)[CH:26]=2)(=[O:22])=[O:23])[CH:17]=[C:18]([Cl:20])[CH:19]=1.